This data is from Peptide-MHC class II binding affinity with 134,281 pairs from IEDB. The task is: Regression. Given a peptide amino acid sequence and an MHC pseudo amino acid sequence, predict their binding affinity value. This is MHC class II binding data. (1) The peptide sequence is KESGDAASGADGTYD. The MHC is HLA-DPA10103-DPB10301 with pseudo-sequence HLA-DPA10103-DPB10301. The binding affinity (normalized) is 0. (2) The binding affinity (normalized) is 0.135. The peptide sequence is VAAFTEALRIIAGVL. The MHC is HLA-DQA10301-DQB10302 with pseudo-sequence HLA-DQA10301-DQB10302. (3) The peptide sequence is KKRNLTIMDLHPGSG. The MHC is DRB4_0101 with pseudo-sequence DRB4_0103. The binding affinity (normalized) is 0.812. (4) The binding affinity (normalized) is 0.314. The peptide sequence is SEDSPTEFTSVSTNT. The MHC is DRB1_0101 with pseudo-sequence DRB1_0101. (5) The peptide sequence is WFLPSIRAANVMAAS. The MHC is HLA-DQA10102-DQB10501 with pseudo-sequence HLA-DQA10102-DQB10501. The binding affinity (normalized) is 0.898. (6) The peptide sequence is QEYHRLIHSLAKTNN. The MHC is DRB1_0401 with pseudo-sequence DRB1_0401. The binding affinity (normalized) is 0.658. (7) The peptide sequence is LQIIDKIDAAFKVAA. The MHC is HLA-DPA10201-DPB11401 with pseudo-sequence HLA-DPA10201-DPB11401. The binding affinity (normalized) is 0.613.